This data is from Forward reaction prediction with 1.9M reactions from USPTO patents (1976-2016). The task is: Predict the product of the given reaction. (1) Given the reactants [CH3:1][O:2][C:3]1[CH:4]=[CH:5][C:6]([C:10]2[CH:19]=[CH:18][C:17]3[C:12](=[CH:13][CH:14]=[C:15]([O:20][CH3:21])[CH:16]=3)[CH:11]=2)=[C:7](N)[CH:8]=1.F[B-](F)(F)F.[H+].N(O[CH2:31][CH2:32][CH:33]([CH3:35])C)=O.[CH2:36]([O:38][CH2:39][CH3:40])[CH3:37], predict the reaction product. The product is: [CH2:36]([O:38][C:39]1[CH:31]=[C:32]([C:7]2[CH:8]=[C:3]([O:2][CH3:1])[CH:4]=[CH:5][C:6]=2[C:10]2[CH:19]=[CH:18][C:17]3[C:12](=[CH:13][CH:14]=[C:15]([O:20][CH3:21])[CH:16]=3)[CH:11]=2)[CH:33]=[CH:35][CH:40]=1)[C:37]1[CH:5]=[CH:4][CH:3]=[CH:8][CH:7]=1. (2) The product is: [Cl:1][C:2]1[CH:7]=[C:6]([Cl:8])[CH:5]=[CH:4][C:3]=1[C:9]1[N:14]2[N:15]=[C:16]([C:18]3[CH:23]=[CH:22][CH:21]=[CH:20][CH:19]=3)[CH:17]=[C:13]2[N:12]=[C:11]([CH3:24])[C:10]=1[C:25]([OH:27])=[O:26]. Given the reactants [Cl:1][C:2]1[CH:7]=[C:6]([Cl:8])[CH:5]=[CH:4][C:3]=1[C:9]1[N:14]2[N:15]=[C:16]([C:18]3[CH:23]=[CH:22][CH:21]=[CH:20][CH:19]=3)[CH:17]=[C:13]2[N:12]=[C:11]([CH3:24])[C:10]=1[C:25]([O-:27])=[O:26].O[Li].O, predict the reaction product.